Dataset: Full USPTO retrosynthesis dataset with 1.9M reactions from patents (1976-2016). Task: Predict the reactants needed to synthesize the given product. (1) Given the product [F:12][C:2]([S:3][C:4]1[CH:5]=[C:6]([N:7]2[CH:32]=[C:22]([CH2:21][OH:20])[N:23]=[CH:26]2)[CH:8]=[CH:9][CH:10]=1)([F:11])[F:1], predict the reactants needed to synthesize it. The reactants are: [F:1][C:2]([F:12])([F:11])[S:3][C:4]1[CH:5]=[C:6]([CH:8]=[CH:9][CH:10]=1)[NH2:7].C([O:20][CH2:21][CH3:22])(OCC)OCC.[N+:23]([CH2:26]C(OCC)=O)([O-])=O.[C:32](O)(=O)C. (2) Given the product [O:19]=[C:17]([C:13]1[CH:14]=[CH:15][C:16]2[C:7]([C:1]3[CH:2]=[CH:3][CH:4]=[CH:5][CH:6]=3)=[CH:8][CH2:9][C:10]([CH3:21])([CH3:20])[C:11]=2[CH:12]=1)[CH:18]=[CH:22][C:24]1[CH:32]=[CH:31][C:27]([C:28]([OH:30])=[O:29])=[CH:26][CH:25]=1, predict the reactants needed to synthesize it. The reactants are: [C:1]1([C:7]2[C:16]3[C:11](=[CH:12][C:13]([C:17](=[O:19])[CH3:18])=[CH:14][CH:15]=3)[C:10]([CH3:21])([CH3:20])[CH2:9][CH:8]=2)[CH:6]=[CH:5][CH:4]=[CH:3][CH:2]=1.[CH:22]([C:24]1[CH:32]=[CH:31][C:27]([C:28]([OH:30])=[O:29])=[CH:26][CH:25]=1)=O.[OH-].[Na+].Cl. (3) Given the product [I:1][C:2]1[CH:3]=[C:4]([NH:9][C:10]([C:12]2[CH:13]=[CH:14][C:15]([N:18]3[CH2:23][CH2:22][CH:21]([C:24]([NH:34][S:31]([C:27]([CH3:30])([CH3:29])[CH3:28])(=[O:33])=[O:32])=[O:25])[CH2:20][CH2:19]3)=[N:16][CH:17]=2)=[O:11])[CH:5]=[CH:6][C:7]=1[CH3:8], predict the reactants needed to synthesize it. The reactants are: [I:1][C:2]1[CH:3]=[C:4]([NH:9][C:10]([C:12]2[CH:13]=[CH:14][C:15]([N:18]3[CH2:23][CH2:22][CH:21]([C:24](O)=[O:25])[CH2:20][CH2:19]3)=[N:16][CH:17]=2)=[O:11])[CH:5]=[CH:6][C:7]=1[CH3:8].[C:27]([S:31]([NH2:34])(=[O:33])=[O:32])([CH3:30])([CH3:29])[CH3:28].IC1C=CC(NC(C2C(N3CCC(C(NS(C(C)(C)C)(=O)=O)=O)CC3)=CC=NC=2)=O)=CC=1C. (4) Given the product [C:25]([C:26]1[CH:7]=[CH:6][C:5]([C:24]2[N:19]3[CH:18]=[C:3]([C:5]4[CH:10]=[CH:9][C:8]([C:12]([OH:15])=[O:13])=[CH:7][CH:6]=4)[CH:2]=[CH:20][C:21]3=[N:22][CH:23]=2)=[CH:3][CH:2]=1)#[N:27], predict the reactants needed to synthesize it. The reactants are: Br[CH2:2][C:3]([C:5]1[CH:10]=[CH:9][C:8](Br)=[CH:7][CH:6]=1)=O.[C:12]([O-:15])([O-])=[O:13].[K+].[K+].[CH3:18][N:19]1[CH2:24][CH2:23][NH:22][CH2:21][CH2:20]1.[C:25](#[N:27])[CH3:26]. (5) Given the product [C:3]1([C@@H:2]([NH:9][C:17]2[CH:22]=[C:21]([CH:20]=[CH:19][N:18]=2)[C:23]#[N:24])[CH3:1])[CH:8]=[CH:7][CH:6]=[CH:5][CH:4]=1, predict the reactants needed to synthesize it. The reactants are: [CH3:1][C@H:2]([NH2:9])[C:3]1[CH:8]=[CH:7][CH:6]=[CH:5][CH:4]=1.CC([O-])(C)C.[Na+].Cl[C:17]1[CH:22]=[C:21]([C:23]#[N:24])[CH:20]=[CH:19][N:18]=1.CC(O)=O.